From a dataset of Reaction yield outcomes from USPTO patents with 853,638 reactions. Predict the reaction yield, written as a fraction of the theoretical maximum amount of product (1.0 means a 100% yield; for example, 0.34 means a 34% yield). (1) The reactants are [CH3:1][O:2][C:3]1[CH:8]=[CH:7][C:6]([C@@H:9]([NH2:11])[CH3:10])=[CH:5][CH:4]=1.[N:12]1[C:21]2[C:20](=O)[CH2:19][CH2:18][CH2:17][C:16]=2[CH:15]=[CH:14][CH:13]=1.C(O)(=O)C.C(O[BH-](OC(=O)C)OC(=O)C)(=O)C.[Na+].C(=O)([O-])[O-].[Na+].[Na+]. The catalyst is ClCCl. The product is [CH3:1][O:2][C:3]1[CH:8]=[CH:7][C:6]([C@@H:9]([NH:11][C@@H:20]2[C:21]3[N:12]=[CH:13][CH:14]=[CH:15][C:16]=3[CH2:17][CH2:18][CH2:19]2)[CH3:10])=[CH:5][CH:4]=1. The yield is 0.700. (2) The reactants are B(F)(F)F.CCOCC.[C:10]([C:12]1[CH:20]=[CH:19][C:15]([C:16](O)=[O:17])=[CH:14][CH:13]=1)#[N:11]. The catalyst is C1COCC1. The product is [OH:17][CH2:16][C:15]1[CH:19]=[CH:20][C:12]([C:10]#[N:11])=[CH:13][CH:14]=1. The yield is 0.950.